This data is from Full USPTO retrosynthesis dataset with 1.9M reactions from patents (1976-2016). The task is: Predict the reactants needed to synthesize the given product. (1) Given the product [C:23]([O:22][C:16]1[CH:15]=[C:14]2[C:19]([C:20](=[O:21])[C:11]([C:5]3[CH:6]=[CH:7][C:8]([O:9][CH3:10])=[C:3]([O:2][CH3:1])[CH:4]=3)=[CH:12][O:13]2)=[CH:18][CH:17]=1)(=[O:25])[CH3:24], predict the reactants needed to synthesize it. The reactants are: [CH3:1][O:2][C:3]1[CH:4]=[C:5]([C:11]2[C:20](=[O:21])[C:19]3[C:14](=[CH:15][C:16]([OH:22])=[CH:17][CH:18]=3)[O:13][CH:12]=2)[CH:6]=[CH:7][C:8]=1[O:9][CH3:10].[C:23](OC(=O)C)(=[O:25])[CH3:24]. (2) Given the product [F:31][C:2]([F:1])([F:32])[C:3]1[CH:4]=[CH:5][C:6]([CH:9]2[C:18]3[C:13](=[CH:14][CH:15]=[CH:16][CH:17]=3)[CH2:12][CH2:11][N:10]2[C:19]([NH:46][C@@H:42]2[CH2:43][CH2:44][CH2:45][N:40]([C:33]([O:35][C:36]([CH3:39])([CH3:38])[CH3:37])=[O:34])[CH2:41]2)=[O:20])=[CH:7][CH:8]=1, predict the reactants needed to synthesize it. The reactants are: [F:1][C:2]([F:32])([F:31])[C:3]1[CH:8]=[CH:7][C:6]([CH:9]2[C:18]3[C:13](=[CH:14][CH:15]=[CH:16][CH:17]=3)[CH2:12][CH2:11][N:10]2[C:19](OC2C=CC([N+]([O-])=O)=CC=2)=[O:20])=[CH:5][CH:4]=1.[C:33]([N:40]1[CH2:45][CH2:44][CH2:43][C@@H:42]([NH2:46])[CH2:41]1)([O:35][C:36]([CH3:39])([CH3:38])[CH3:37])=[O:34]. (3) Given the product [N+:1]([C:4]1[CH:5]=[CH:6][C:7]([C:8]([N:10]2[CH2:14][CH2:13][S:12][CH:11]2[C:15]([OH:17])=[O:16])=[O:9])=[CH:19][CH:20]=1)([O-:3])=[O:2], predict the reactants needed to synthesize it. The reactants are: [N+:1]([C:4]1[CH:20]=[CH:19][C:7]([C:8]([N:10]2[CH2:14][CH2:13][S:12][CH:11]2[C:15]([O:17]C)=[O:16])=[O:9])=[CH:6][CH:5]=1)([O-:3])=[O:2].[Li+].[OH-]. (4) Given the product [ClH:55].[F:1][C:2]1[CH:3]=[C:4]([CH:50]=[CH:51][CH:52]=1)[CH2:5][N:6]1[CH:10]=[C:9]([C:11]2[C:19]3[C:14](=[N:15][CH:16]=[C:17]([C:20]4[CH:25]=[CH:24][C:23]([N:26]5[CH2:27][CH2:28][NH:29][CH2:30][CH2:31]5)=[C:22]([CH3:39])[CH:21]=4)[CH:18]=3)[N:13]([S:40]([C:43]3[CH:44]=[CH:45][C:46]([CH3:47])=[CH:48][CH:49]=3)(=[O:41])=[O:42])[CH:12]=2)[CH:8]=[N:7]1, predict the reactants needed to synthesize it. The reactants are: [F:1][C:2]1[CH:3]=[C:4]([CH:50]=[CH:51][CH:52]=1)[CH2:5][N:6]1[CH:10]=[C:9]([C:11]2[C:19]3[C:14](=[N:15][CH:16]=[C:17]([C:20]4[CH:25]=[CH:24][C:23]([N:26]5[CH2:31][CH2:30][N:29](C(OC(C)(C)C)=O)[CH2:28][CH2:27]5)=[C:22]([CH3:39])[CH:21]=4)[CH:18]=3)[N:13]([S:40]([C:43]3[CH:49]=[CH:48][C:46]([CH3:47])=[CH:45][CH:44]=3)(=[O:42])=[O:41])[CH:12]=2)[CH:8]=[N:7]1.CO.[ClH:55]. (5) Given the product [Cl:1][C:2]1[CH:3]=[C:4]([S:8]([NH:11][C:12]2[CH:20]=[CH:19][C:15]([C:16]([O:18][CH2:25][CH2:24][O:23][CH3:22])=[O:17])=[C:14]([OH:21])[CH:13]=2)(=[O:9])=[O:10])[S:5][C:6]=1[Cl:7], predict the reactants needed to synthesize it. The reactants are: [Cl:1][C:2]1[CH:3]=[C:4]([S:8]([NH:11][C:12]2[CH:20]=[CH:19][C:15]([C:16]([OH:18])=[O:17])=[C:14]([OH:21])[CH:13]=2)(=[O:10])=[O:9])[S:5][C:6]=1[Cl:7].[CH3:22][O:23][CH2:24][CH2:25]O. (6) Given the product [NH2:16][C:13]1[CH:14]=[CH:15][C:10]([CH3:9])=[C:11]([CH2:19][C:20]([O:22][CH2:23][C:24]2[CH:25]=[CH:26][CH:27]=[CH:28][CH:29]=2)=[O:21])[CH:12]=1, predict the reactants needed to synthesize it. The reactants are: C1COCC1.C(O)C.[CH3:9][C:10]1[CH:15]=[CH:14][C:13]([N+:16]([O-])=O)=[CH:12][C:11]=1[CH2:19][C:20]([O:22][CH2:23][C:24]1[CH:29]=[CH:28][CH:27]=[CH:26][CH:25]=1)=[O:21].[Cl-].[NH4+].